The task is: Predict which catalyst facilitates the given reaction.. This data is from Catalyst prediction with 721,799 reactions and 888 catalyst types from USPTO. (1) Reactant: Br[CH2:2][CH2:3][CH2:4][CH2:5][C:6]([O:8][CH3:9])=[O:7].[NH2:10][C:11]1[N:19]=[CH:18][N:17]=[C:16]2[C:12]=1[N:13]=[CH:14][N:15]2[C@H:20]1[C@@H:24]2[O:25][C:26]([CH3:29])([CH3:28])[O:27][C@@H:23]2[C@@H:22]([CH2:30][SH:31])[O:21]1.C([O-])([O-])=O.[K+].[K+].O. Product: [NH2:10][C:11]1[N:19]=[CH:18][N:17]=[C:16]2[C:12]=1[N:13]=[CH:14][N:15]2[C@H:20]1[C@@H:24]2[O:25][C:26]([CH3:28])([CH3:29])[O:27][C@@H:23]2[C@@H:22]([CH2:30][S:31][CH2:2][CH2:3][CH2:4][CH2:5][C:6]([O:8][CH3:9])=[O:7])[O:21]1. The catalyst class is: 3. (2) Reactant: [NH2:1][C:2]1[CH:23]=[CH:22][C:5]([C:6]([NH:8][CH2:9][C:10]2[S:11][C:12]([O:15][C:16]3[CH:21]=[CH:20][CH:19]=[CH:18][CH:17]=3)=[CH:13][CH:14]=2)=[O:7])=[CH:4][N:3]=1.C=O.O.[C:27]([O:30][CH2:31]C)(=O)[CH3:28]. Product: [CH2:27]([O:30][CH2:31][NH:1][C:2]1[CH:23]=[CH:22][C:5]([C:6]([NH:8][CH2:9][C:10]2[S:11][C:12]([O:15][C:16]3[CH:21]=[CH:20][CH:19]=[CH:18][CH:17]=3)=[CH:13][CH:14]=2)=[O:7])=[CH:4][N:3]=1)[CH3:28]. The catalyst class is: 8. (3) Reactant: [Cl:1][C:2]1[N:20]=[CH:19][C:5]2=[CH:6][CH:7]=[C:8]3[C:16]([NH:15][C:14]4[CH2:13][CH2:12][CH2:11][C:10](=[N:17]O)[C:9]3=4)=[C:4]2[CH:3]=1.C([O-])([O-])=[O:22].[Na+].[Na+]. Product: [Cl:1][C:2]1[N:20]=[CH:19][C:5]2[CH:6]=[CH:7][C:8]3[C:9]4[C:10](=[O:22])[NH:17][CH2:11][CH2:12][CH2:13][C:14]=4[NH:15][C:16]=3[C:4]=2[CH:3]=1. The catalyst class is: 12. (4) Reactant: [CH2:1]([N:8]1[C:16]2[C:11](=[CH:12][C:13]([O:17][CH3:18])=[CH:14][CH:15]=2)[C:10]([CH3:19])=[CH:9]1)[C:2]1[CH:7]=[CH:6][CH:5]=[CH:4][CH:3]=1.C(O)(=O)C.C([BH3-])#N.[Na+].C([O-])(O)=O.[Na+]. Product: [CH2:1]([N:8]1[C:16]2[C:11](=[CH:12][C:13]([O:17][CH3:18])=[CH:14][CH:15]=2)[CH:10]([CH3:19])[CH2:9]1)[C:2]1[CH:3]=[CH:4][CH:5]=[CH:6][CH:7]=1. The catalyst class is: 362. (5) Reactant: O=P12OP3(OP(OP(O3)(O1)=O)(=O)O2)=O.[C:15]([C:19]1[CH:24]=[CH:23][CH:22]=[CH:21][CH:20]=1)(=[O:18])[CH2:16]C.[C:25]1(=O)[CH2:30][CH2:29][CH2:28][CH:27]=[CH:26]1.F[C:33](F)(F)S(O)(=O)=O. Product: [CH3:33][C:23]1[CH:22]2[CH2:21][CH2:20][CH:19]([C:24]=1[C:25]1[CH:30]=[CH:29][CH:28]=[CH:27][CH:26]=1)[C:15](=[O:18])[CH2:16]2. The catalyst class is: 624. (6) Reactant: [F:1][C:2]([F:23])([F:22])[C:3]1[CH:17]=[C:16]([C:18]([F:21])([F:20])[F:19])[CH:15]=[CH:14][C:4]=1[CH2:5][N:6]1[CH2:11][CH2:10][CH:9]([CH:12]=O)[CH2:8][CH2:7]1.[CH2:24]([O:26][CH2:27][CH2:28][NH:29][C:30]1[CH2:34][S:33][C:32](=[O:35])[N:31]=1)[CH3:25].C([O-])(=O)C.[NH2+]1CCCCC1. Product: [F:23][C:2]([F:1])([F:22])[C:3]1[CH:17]=[C:16]([C:18]([F:21])([F:20])[F:19])[CH:15]=[CH:14][C:4]=1[CH2:5][N:6]1[CH2:11][CH2:10][CH:9](/[CH:12]=[C:34]2/[C:30]([NH:29][CH2:28][CH2:27][O:26][CH2:24][CH3:25])=[N:31][C:32](=[O:35])[S:33]/2)[CH2:8][CH2:7]1. The catalyst class is: 41. (7) Reactant: [C:1]([O:5][C:6](=[O:15])[NH:7][CH2:8][CH2:9][C:10]1[NH:14][N:13]=[N:12][N:11]=1)([CH3:4])([CH3:3])[CH3:2].C(=O)([O-])[O-].[Cs+].[Cs+].Br[CH2:23][CH2:24][F:25]. Product: [C:1]([O:5][C:6](=[O:15])[NH:7][CH2:8][CH2:9][C:10]1[N:14]([CH2:23][CH2:24][F:25])[N:13]=[N:12][N:11]=1)([CH3:4])([CH3:2])[CH3:3]. The catalyst class is: 3. (8) Reactant: [Cl:1][C:2]1[CH:3]=[C:4]([CH:37]=[C:38]([C:40]#[N:41])[CH:39]=1)[O:5][C:6]1[C:11](=[O:12])[N:10]([CH2:13][C:14]2[C:15]([O:23]CC3C=CC(OC)=CC=3)=[N:16][C:17]([C:20]([NH2:22])=[O:21])=[N:18][CH:19]=2)[CH:9]=[N:8][C:7]=1[C:33]([F:36])([F:35])[F:34].Cl.CO. Product: [Cl:1][C:2]1[CH:3]=[C:4]([CH:37]=[C:38]([C:40]#[N:41])[CH:39]=1)[O:5][C:6]1[C:11](=[O:12])[N:10]([CH2:13][C:14]2[C:15](=[O:23])[NH:16][C:17]([C:20]([NH2:22])=[O:21])=[N:18][CH:19]=2)[CH:9]=[N:8][C:7]=1[C:33]([F:36])([F:34])[F:35]. The catalyst class is: 12. (9) Reactant: [CH3:1][C:2]1[C:7]([F:8])=[CH:6][CH:5]=[CH:4][C:3]=1[N:9]1[C:13](=[O:14])[NH:12][N:11]=[N:10]1.[CH3:15]N(C)C=O.[H-].[Na+].CI. Product: [CH3:1][C:2]1[C:7]([F:8])=[CH:6][CH:5]=[CH:4][C:3]=1[N:9]1[C:13](=[O:14])[N:12]([CH3:15])[N:11]=[N:10]1. The catalyst class is: 6.